Dataset: Reaction yield outcomes from USPTO patents with 853,638 reactions. Task: Predict the reaction yield, written as a fraction of the theoretical maximum amount of product (1.0 means a 100% yield; for example, 0.34 means a 34% yield). (1) The reactants are C1N=CN(C(N2C=NC=C2)=O)C=1.[CH2:13]([O:20][N:21]1[C:27](=[O:28])[N:26]2[CH2:29][C@H:22]1[CH2:23][CH2:24][C@H:25]2[C:30]1[O:31]C(C2CCNCC2)=N[N:34]=1)[C:14]1[CH:19]=[CH:18][CH:17]=[CH:16][CH:15]=1.O/[N:42]=[C:43](\[CH:45]1[CH2:50][CH2:49][N:48]([C:51]([O:53][C:54]([CH3:57])([CH3:56])[CH3:55])=[O:52])[CH2:47][CH2:46]1)/N. The catalyst is CN(C=O)C.CCOC(C)=O. The product is [CH2:13]([O:20][N:21]1[C:27](=[O:28])[N:26]2[CH2:29][C@H:22]1[CH2:23][CH2:24][C@H:25]2[C:30]1[O:31][N:42]=[C:43]([CH:45]2[CH2:50][CH2:49][N:48]([C:51]([O:53][C:54]([CH3:57])([CH3:56])[CH3:55])=[O:52])[CH2:47][CH2:46]2)[N:34]=1)[C:14]1[CH:15]=[CH:16][CH:17]=[CH:18][CH:19]=1. The yield is 0.760. (2) The reactants are [B:10]1([B:10]2[O:14][C:13]([CH3:16])([CH3:15])[C:12]([CH3:18])([CH3:17])[O:11]2)[O:14][C:13]([CH3:16])([CH3:15])[C:12]([CH3:18])([CH3:17])[O:11]1.CC([O-])=O.[K+].FC(F)(F)S(O[C:30]1[CH2:31][CH2:32][N:33]([C:36]([O:38][C:39]([CH3:42])([CH3:41])[CH3:40])=[O:37])[CH2:34][CH:35]=1)(=O)=O. The catalyst is O1CCOCC1.C1C=CC(P(C2C=CC=CC=2)[C-]2C=CC=C2)=CC=1.C1C=CC(P(C2C=CC=CC=2)[C-]2C=CC=C2)=CC=1.[Fe+2]. The product is [CH3:16][C:13]1([CH3:15])[C:12]([CH3:17])([CH3:18])[O:11][B:10]([C:30]2[CH2:35][CH2:34][N:33]([C:36]([O:38][C:39]([CH3:42])([CH3:41])[CH3:40])=[O:37])[CH2:32][CH:31]=2)[O:14]1. The yield is 0.760. (3) The reactants are C1(C)C=CC(S(O)(=O)=O)=CC=1.[CH:12]1([C:18]2[C:19]3[CH:20]=[CH:21][C:22]([C:38]([O:40][CH3:41])=[O:39])=[CH:23][C:24]=3[N:25]3[CH2:31][C@H:30]([OH:32])[C@H:29](O)[C:28]4[CH:34]=[CH:35][CH:36]=[CH:37][C:27]=4[C:26]=23)[CH2:17][CH2:16][CH2:15][CH2:14][CH2:13]1.O. The catalyst is C1(C)C=CC=CC=1.C(OCC)(=O)C. The product is [CH:12]1([C:18]2[C:19]3[CH:20]=[CH:21][C:22]([C:38]([O:40][CH3:41])=[O:39])=[CH:23][C:24]=3[N:25]3[CH2:31][C:30](=[O:32])[CH2:29][C:28]4[CH:34]=[CH:35][CH:36]=[CH:37][C:27]=4[C:26]=23)[CH2:13][CH2:14][CH2:15][CH2:16][CH2:17]1. The yield is 0.620. (4) The reactants are C(#N)C.[Cl:4][C:5]1[C:6]([N:11]2[CH:15]([C:16]([O:18][CH2:19][CH3:20])=[O:17])[CH2:14][C:13](=O)[NH:12]2)=[N:7][CH:8]=[CH:9][CH:10]=1.P(Br)(Br)([Br:24])=O.C(=O)(O)[O-].[Na+]. The catalyst is ClCCl.O. The product is [Br:24][C:13]1[CH2:14][CH:15]([C:16]([O:18][CH2:19][CH3:20])=[O:17])[N:11]([C:6]2[C:5]([Cl:4])=[CH:10][CH:9]=[CH:8][N:7]=2)[N:12]=1. The yield is 0.950. (5) The reactants are [CH3:1][N:2]([CH3:28])[C:3]1[CH:4]=[C:5]([CH:11]=[C:12](/[CH:14]=[CH:15]/[C:16]2[CH:21]=[C:20]([CH3:22])[C:19]([O:23][CH2:24][O:25][CH3:26])=[C:18]([CH3:27])[CH:17]=2)[CH:13]=1)[C:6]([O:8]CC)=[O:7].[OH-].[Na+].C(O)(=O)CC(CC(O)=O)(C(O)=O)O. The catalyst is C1COCC1.CCO.CCOC(C)=O. The product is [CH3:28][N:2]([CH3:1])[C:3]1[CH:4]=[C:5]([CH:11]=[C:12](/[CH:14]=[CH:15]/[C:16]2[CH:17]=[C:18]([CH3:27])[C:19]([O:23][CH2:24][O:25][CH3:26])=[C:20]([CH3:22])[CH:21]=2)[CH:13]=1)[C:6]([OH:8])=[O:7]. The yield is 0.970. (6) The reactants are [CH2:1]([O:3][C:4]([C:6]1[C:10]([N+:11]([O-])=O)=[CH:9][NH:8][N:7]=1)=[O:5])[CH3:2]. The catalyst is CCO.[Pd]. The product is [CH2:1]([O:3][C:4]([C:6]1[C:10]([NH2:11])=[CH:9][NH:8][N:7]=1)=[O:5])[CH3:2]. The yield is 0.980. (7) The catalyst is C1COCC1. The yield is 0.720. The product is [C:5]([CH2:4][C:3]1[C:14]([F:23])=[C:13]([F:12])[CH:18]=[CH:17][C:16]=1[N+:19]([O-:21])=[O:20])(=[O:6])[CH3:7]. The reactants are [H-].[Na+].[C:3](OCC)(=O)[CH2:4][C:5]([CH3:7])=[O:6].[F:12][C:13]1[CH:18]=[CH:17][C:16]([N+:19]([O-:21])=[O:20])=C(F)[C:14]=1[F:23].